Dataset: NCI-60 drug combinations with 297,098 pairs across 59 cell lines. Task: Regression. Given two drug SMILES strings and cell line genomic features, predict the synergy score measuring deviation from expected non-interaction effect. (1) Drug 1: C1C(C(OC1N2C=C(C(=O)NC2=O)F)CO)O. Drug 2: CS(=O)(=O)CCNCC1=CC=C(O1)C2=CC3=C(C=C2)N=CN=C3NC4=CC(=C(C=C4)OCC5=CC(=CC=C5)F)Cl. Cell line: MCF7. Synergy scores: CSS=13.2, Synergy_ZIP=-3.61, Synergy_Bliss=1.67, Synergy_Loewe=0.900, Synergy_HSA=1.89. (2) Drug 1: COC1=CC(=CC(=C1O)OC)C2C3C(COC3=O)C(C4=CC5=C(C=C24)OCO5)OC6C(C(C7C(O6)COC(O7)C8=CC=CS8)O)O. Drug 2: CC1=C(C(=O)C2=C(C1=O)N3CC4C(C3(C2COC(=O)N)OC)N4)N. Cell line: RPMI-8226. Synergy scores: CSS=62.8, Synergy_ZIP=3.64, Synergy_Bliss=5.16, Synergy_Loewe=2.61, Synergy_HSA=10.7. (3) Drug 1: C1=CN(C(=O)N=C1N)C2C(C(C(O2)CO)O)O.Cl. Drug 2: CCC1(C2=C(COC1=O)C(=O)N3CC4=CC5=C(C=CC(=C5CN(C)C)O)N=C4C3=C2)O.Cl. Cell line: SR. Synergy scores: CSS=87.1, Synergy_ZIP=1.14, Synergy_Bliss=2.00, Synergy_Loewe=2.07, Synergy_HSA=4.40. (4) Drug 1: C1=C(C(=O)NC(=O)N1)N(CCCl)CCCl. Drug 2: C1CN1P(=S)(N2CC2)N3CC3. Cell line: IGROV1. Synergy scores: CSS=38.8, Synergy_ZIP=2.69, Synergy_Bliss=5.85, Synergy_Loewe=7.17, Synergy_HSA=9.50. (5) Synergy scores: CSS=56.1, Synergy_ZIP=-10.9, Synergy_Bliss=-9.25, Synergy_Loewe=-10.1, Synergy_HSA=-4.69. Drug 2: C1=NC(=NC(=O)N1C2C(C(C(O2)CO)O)O)N. Cell line: LOX IMVI. Drug 1: CCC1(CC2CC(C3=C(CCN(C2)C1)C4=CC=CC=C4N3)(C5=C(C=C6C(=C5)C78CCN9C7C(C=CC9)(C(C(C8N6C=O)(C(=O)OC)O)OC(=O)C)CC)OC)C(=O)OC)O.OS(=O)(=O)O. (6) Drug 1: CC1=C2C(C(=O)C3(C(CC4C(C3C(C(C2(C)C)(CC1OC(=O)C(C(C5=CC=CC=C5)NC(=O)C6=CC=CC=C6)O)O)OC(=O)C7=CC=CC=C7)(CO4)OC(=O)C)O)C)OC(=O)C. Drug 2: CN1C2=C(C=C(C=C2)N(CCCl)CCCl)N=C1CCCC(=O)O.Cl. Cell line: 786-0. Synergy scores: CSS=23.8, Synergy_ZIP=-1.11, Synergy_Bliss=-0.405, Synergy_Loewe=-65.3, Synergy_HSA=-1.46.